From a dataset of Forward reaction prediction with 1.9M reactions from USPTO patents (1976-2016). Predict the product of the given reaction. (1) Given the reactants C(OC([N:8]1[C:16]2[C:11](=[CH:12][C:13]([O:17][P:18]([CH3:26])([C:20]3[CH:25]=[CH:24][CH:23]=[CH:22][CH:21]=3)=[O:19])=[CH:14][CH:15]=2)[C:10]([C:27]2[N:28](C(OC(C)(C)C)=O)[C:29]3[C:34]([CH:35]=2)=[CH:33][C:32]([O:36][CH2:37][CH2:38][N:39]2[CH2:44][CH2:43][O:42][CH2:41][CH2:40]2)=[CH:31][CH:30]=3)=[N:9]1)=O)(C)(C)C, predict the reaction product. The product is: [N:39]1([CH2:38][CH2:37][O:36][C:32]2[CH:33]=[C:34]3[C:29](=[CH:30][CH:31]=2)[NH:28][C:27]([C:10]2[C:11]4[C:16](=[CH:15][CH:14]=[C:13]([O:17][P:18]([CH3:26])([C:20]5[CH:21]=[CH:22][CH:23]=[CH:24][CH:25]=5)=[O:19])[CH:12]=4)[NH:8][N:9]=2)=[CH:35]3)[CH2:40][CH2:41][O:42][CH2:43][CH2:44]1. (2) Given the reactants [H-].[Na+].[Cl:3][C:4]1[CH:5]=[C:6]([C@H:11]2[C@@H:17]([CH2:18][NH:19][C:20](=[O:24])[CH2:21][O:22][CH3:23])[O:16][CH2:15][CH2:14][N:13]([C:25]([O:27][C:28]([CH3:31])([CH3:30])[CH3:29])=[O:26])[CH2:12]2)[CH:7]=[CH:8][C:9]=1[Cl:10].[CH3:32]I.O, predict the reaction product. The product is: [Cl:3][C:4]1[CH:5]=[C:6]([C@H:11]2[C@@H:17]([CH2:18][N:19]([C:20](=[O:24])[CH2:21][O:22][CH3:23])[CH3:32])[O:16][CH2:15][CH2:14][N:13]([C:25]([O:27][C:28]([CH3:31])([CH3:30])[CH3:29])=[O:26])[CH2:12]2)[CH:7]=[CH:8][C:9]=1[Cl:10]. (3) Given the reactants [OH:1][C:2]1[CH:10]=[CH:9][C:8]([C:11]([F:14])([F:13])[F:12])=[CH:7][C:3]=1[C:4](O)=[O:5], predict the reaction product. The product is: [OH:5][CH2:4][C:3]1[CH:7]=[C:8]([C:11]([F:13])([F:14])[F:12])[CH:9]=[CH:10][C:2]=1[OH:1]. (4) Given the reactants [CH2:1]([O:3][C:4]1[CH:5]=[N:6][C:7]2[C:12]([CH:13]=1)=[CH:11][C:10]([O:14][CH2:15][C:16]1[C:21](=O)[CH:20]=[CH:19][N:18]([C:23]3[CH:24]=[N:25][N:26]([CH3:28])[CH:27]=3)[N:17]=1)=[CH:9][CH:8]=2)[CH3:2].COC1C=CC(P2(SP(C3C=CC(OC)=CC=3)(=S)S2)=[S:38])=CC=1, predict the reaction product. The product is: [CH2:1]([O:3][C:4]1[CH:5]=[N:6][C:7]2[C:12]([CH:13]=1)=[CH:11][C:10]([O:14][CH2:15][C:16]1[C:21](=[S:38])[CH:20]=[CH:19][N:18]([C:23]3[CH:24]=[N:25][N:26]([CH3:28])[CH:27]=3)[N:17]=1)=[CH:9][CH:8]=2)[CH3:2]. (5) Given the reactants [OH:1][C:2]1[CH:11]=[CH:10][C:5]([C:6]([O:8][CH3:9])=[O:7])=[CH:4][CH:3]=1.Cl[CH2:13][CH2:14][OH:15].[I-].[K+].C(=O)([O-])[O-].[Cs+].[Cs+].ClC(O)C, predict the reaction product. The product is: [CH3:9][O:8][C:6](=[O:7])[C:5]1[CH:4]=[CH:3][C:2]([O:1][CH2:13][CH2:14][OH:15])=[CH:11][CH:10]=1. (6) Given the reactants [CH3:1][O:2][C:3]([N:5]1[CH2:10][CH2:9][N:8]([C:11](=[O:20])[CH2:12][C:13]2[CH:18]=[CH:17][CH:16]=[CH:15][C:14]=2[NH2:19])[CH:7]([CH2:21][N:22]2[CH2:26][CH2:25][CH2:24][CH2:23]2)[CH2:6]1)=[O:4].C(N(CC)CC)C.CS(Cl)(=O)=O.CO, predict the reaction product. The product is: [NH4+:5].[OH-:2].[CH3:1][O:2][C:3]([N:5]1[CH2:10][CH2:9][N:8]([C:11](=[O:20])[CH2:12][C:13]2[CH:18]=[CH:17][CH:16]=[CH:15][C:14]=2[NH2:19])[CH:7]([CH2:21][N:22]2[CH2:23][CH2:24][CH2:25][CH2:26]2)[CH2:6]1)=[O:4]. (7) Given the reactants [C:1]1([CH2:7][O:8][N:9]2[C:15](=[O:16])[N:14]3[CH2:17][C@H:10]2[CH2:11][CH2:12][C@H:13]3[C:18]([OH:20])=O)[CH:6]=[CH:5][CH:4]=[CH:3][CH:2]=1.C(N(CC)CC)C.[I-].ClC1C=CC=C[N+]=1C.[NH2:37][C:38]1[CH:43]=[CH:42][C:41]([Br:44])=[CH:40][N:39]=1, predict the reaction product. The product is: [CH2:7]([O:8][N:9]1[C:15](=[O:16])[N:14]2[CH2:17][C@H:10]1[CH2:11][CH2:12][C@H:13]2[C:18]([NH:37][C:38]1[CH:43]=[CH:42][C:41]([Br:44])=[CH:40][N:39]=1)=[O:20])[C:1]1[CH:2]=[CH:3][CH:4]=[CH:5][CH:6]=1. (8) Given the reactants [CH:1]([C@H:14]1[NH:19][CH2:18][C@@H:17]([NH2:20])[CH2:16][CH2:15]1)([C:8]1[CH:13]=[CH:12][CH:11]=[CH:10][CH:9]=1)[C:2]1[CH:7]=[CH:6][CH:5]=[CH:4][CH:3]=1.[O:21]1[CH2:30][CH:22]1[CH2:23][C:24]1[CH:29]=[CH:28][CH:27]=[CH:26][CH:25]=1, predict the reaction product. The product is: [CH:1]([C@H:14]1[NH:19][CH2:18][C@@H:17]([NH:20][CH2:30][C@@H:22]([OH:21])[CH2:23][C:24]2[CH:29]=[CH:28][CH:27]=[CH:26][CH:25]=2)[CH2:16][CH2:15]1)([C:8]1[CH:13]=[CH:12][CH:11]=[CH:10][CH:9]=1)[C:2]1[CH:3]=[CH:4][CH:5]=[CH:6][CH:7]=1. (9) Given the reactants I[C:2]1[CH:7]=[CH:6][C:5]([O:8][C:9]([F:12])([F:11])[F:10])=[CH:4][CH:3]=1.[Br:13][C:14]1[CH:19]=[CH:18][C:17]([C:20]2[N:24]=[CH:23][NH:22][N:21]=2)=[CH:16][CH:15]=1.C(=O)([O-])[O-].[Cs+].[Cs+].OC1C=CC=C2C=1N=CC=C2, predict the reaction product. The product is: [Br:13][C:14]1[CH:15]=[CH:16][C:17]([C:20]2[N:24]=[CH:23][N:22]([C:2]3[CH:7]=[CH:6][C:5]([O:8][C:9]([F:12])([F:11])[F:10])=[CH:4][CH:3]=3)[N:21]=2)=[CH:18][CH:19]=1.